This data is from Forward reaction prediction with 1.9M reactions from USPTO patents (1976-2016). The task is: Predict the product of the given reaction. Given the reactants [CH3:1][O:2][C:3]1[CH:8]=[CH:7][C:6]([S:9](=[O:16])(=[O:15])[NH:10][C:11]([CH3:14])([CH3:13])[CH3:12])=[CH:5][C:4]=1B(O)O.Br[C:21]1[CH:22]=[C:23]([C:31]([CH3:36])([CH3:35])[C:32]([O-:34])=[O:33])[CH:24]=[C:25]([CH:29]=[O:30])[C:26]=1[O:27][CH3:28].[C:37]1(C)C=CC=CC=1.C(=O)([O-])[O-].[K+].[K+], predict the reaction product. The product is: [C:11]([NH:10][S:9]([C:6]1[CH:7]=[CH:8][C:3]([O:2][CH3:1])=[C:4]([C:21]2[C:26]([O:27][CH3:28])=[C:25]([CH:29]=[O:30])[CH:24]=[C:23]([C:31]([CH3:36])([CH3:35])[C:32]([O:34][CH3:37])=[O:33])[CH:22]=2)[CH:5]=1)(=[O:16])=[O:15])([CH3:14])([CH3:13])[CH3:12].